This data is from Reaction yield outcomes from USPTO patents with 853,638 reactions. The task is: Predict the reaction yield, written as a fraction of the theoretical maximum amount of product (1.0 means a 100% yield; for example, 0.34 means a 34% yield). (1) The reactants are [C:1]([O:5][C:6](=[O:13])[NH:7][CH2:8][CH2:9][CH2:10][CH2:11][NH2:12])([CH3:4])([CH3:3])[CH3:2].[C:14]([C:17]1[CH:22]=[N:21][CH:20]=[CH:19][N:18]=1)(=O)[CH3:15].[BH4-].[Na+]. The catalyst is CO. The product is [C:1]([O:5][C:6](=[O:13])[NH:7][CH2:8][CH2:9][CH2:10][CH2:11][NH:12][CH:14]([C:17]1[CH:22]=[N:21][CH:20]=[CH:19][N:18]=1)[CH3:15])([CH3:4])([CH3:2])[CH3:3]. The yield is 0.910. (2) The reactants are [NH:1]1[C:5](=O)[CH2:4][CH2:3][C@H:2]1[C:7]([OH:9])=[O:8].[C:10]1([CH3:20])[CH:15]=[CH:14][C:13]([S:16]([OH:19])(=[O:18])=[O:17])=[CH:12][CH:11]=1.O.CCOCC. The catalyst is C1C=CC=CC=1. The product is [C:10]1([CH3:20])[CH:11]=[CH:12][C:13]([S:16]([OH:19])(=[O:17])=[O:18])=[CH:14][CH:15]=1.[CH2:20]([O:9][C:7](=[O:8])[C@H:2]([CH2:3][CH2:4][CH3:5])[NH2:1])[C:10]1[CH:15]=[CH:14][CH:13]=[CH:12][CH:11]=1. The yield is 0.950. (3) The reactants are [OH:1][C:2]1([C:6]2[S:7][C:8]([C:11]3[CH:12]=[C:13]([NH:18][C:19]4[N:24]=[C:23]([O:25][C:26]([CH3:35])([CH3:34])[C:27]([O:29]C(C)(C)C)=[O:28])[CH:22]=[CH:21][N:20]=4)[CH:14]=[C:15]([CH3:17])[CH:16]=3)=[CH:9][N:10]=2)[CH2:5][CH2:4][CH2:3]1.FC(F)(F)C(O)=O. The catalyst is C(Cl)Cl. The product is [OH:1][C:2]1([C:6]2[S:7][C:8]([C:11]3[CH:12]=[C:13]([NH:18][C:19]4[N:24]=[C:23]([O:25][C:26]([CH3:35])([CH3:34])[C:27]([OH:29])=[O:28])[CH:22]=[CH:21][N:20]=4)[CH:14]=[C:15]([CH3:17])[CH:16]=3)=[CH:9][N:10]=2)[CH2:5][CH2:4][CH2:3]1. The yield is 0.880. (4) The reactants are [CH3:1][C:2]([C:10]1[CH:15]=[CH:14][CH:13]=[CH:12][CH:11]=1)([CH2:5][CH2:6][CH2:7][CH2:8]Br)[CH2:3][OH:4].[C:16]1(=[O:26])[NH:20][C:19](=[O:21])[C:18]2=[CH:22][CH:23]=[CH:24][CH:25]=[C:17]12.[K].CCOCC. The catalyst is CN(C=O)C. The product is [OH:4][CH2:3][C:2]([CH3:1])([C:10]1[CH:15]=[CH:14][CH:13]=[CH:12][CH:11]=1)[CH2:5][CH2:6][CH2:7][CH2:8][N:20]1[C:16](=[O:26])[C:17]2[C:18](=[CH:22][CH:23]=[CH:24][CH:25]=2)[C:19]1=[O:21]. The yield is 0.140. (5) The reactants are CC([O-])(C)C.[K+].CC1C=CC(S([CH2:17][N+:18]#[C-])(=O)=O)=CC=1.[CH2:20]([O:27][C:28]1[CH:29]=[C:30]([CH:33]=[CH:34][C:35]=1[O:36][CH3:37])[CH:31]=O)[C:21]1[CH:26]=[CH:25][CH:24]=[CH:23][CH:22]=1.CO. The catalyst is C1COCC1.O. The product is [CH2:20]([O:27][C:28]1[CH:29]=[C:30]([CH2:31][C:17]#[N:18])[CH:33]=[CH:34][C:35]=1[O:36][CH3:37])[C:21]1[CH:26]=[CH:25][CH:24]=[CH:23][CH:22]=1. The yield is 0.480. (6) The reactants are Cl[C:2]1[N:7]=[CH:6][C:5]([NH:8][C:9](=[O:15])[O:10][C:11]([CH3:14])([CH3:13])[CH3:12])=[CH:4][C:3]=1[F:16].C1C=CC(P(C2C=CC=CC=2)CCCP(C2C=CC=CC=2)C2C=CC=CC=2)=CC=1. The catalyst is CO.CC([O-])=O.CC([O-])=O.[Pd+2]. The product is [C:11]([O:10][C:9]([NH:8][C:5]1[CH:4]=[C:3]([F:16])[C:2]([C:9]([O:10][CH3:11])=[O:15])=[N:7][CH:6]=1)=[O:15])([CH3:14])([CH3:13])[CH3:12]. The yield is 0.710.